This data is from Forward reaction prediction with 1.9M reactions from USPTO patents (1976-2016). The task is: Predict the product of the given reaction. (1) Given the reactants [C:1]([O:5][C:6]([N:8]([C:34]1[CH:39]=[CH:38][C:37]([O:40][CH2:41][CH2:42][O:43][CH3:44])=[CH:36][CH:35]=1)[C:9]1[N:20]2[C:16](=[CH:17][CH:18]=[N:19]2)[N:15]=[C:14]2[C:10]=1[CH2:11][CH2:12][N:13]2[C@H:21]1[CH2:26][CH2:25][CH2:24][N:23]([C:27]([O:29][C:30]([CH3:33])([CH3:32])[CH3:31])=[O:28])[CH2:22]1)=[O:7])([CH3:4])([CH3:3])[CH3:2].[I:45]N1C(=O)CCC1=O, predict the reaction product. The product is: [I:45][C:17]1[CH:18]=[N:19][N:20]2[C:16]=1[N:15]=[C:14]1[C:10]([CH2:11][CH2:12][N:13]1[C@H:21]1[CH2:26][CH2:25][CH2:24][N:23]([C:27]([O:29][C:30]([CH3:33])([CH3:32])[CH3:31])=[O:28])[CH2:22]1)=[C:9]2[N:8]([C:6]([O:5][C:1]([CH3:4])([CH3:2])[CH3:3])=[O:7])[C:34]1[CH:39]=[CH:38][C:37]([O:40][CH2:41][CH2:42][O:43][CH3:44])=[CH:36][CH:35]=1. (2) Given the reactants I[C:2]1[N:7]=[C:6]([NH:8][C:9]([NH:11][C:12]2[C:21]3[C:16](=[CH:17][CH:18]=[CH:19][N:20]=3)[N:15]=[CH:14][CH:13]=2)=[O:10])[CH:5]=[CH:4][CH:3]=1.CC1(C)C(C)(C)OB(C2CCN(C(OC(C)(C)C)=O)CC=2)O1.[O:44]1[CH2:49][CH:48]=[C:47](B2OC(C)(C)C(C)(C)O2)[CH2:46][CH2:45]1, predict the reaction product. The product is: [O:44]1[CH2:45][CH:46]=[C:47]([C:2]2[N:7]=[C:6]([NH:8][C:9]([NH:11][C:12]3[C:21]4[C:16](=[CH:17][CH:18]=[CH:19][N:20]=4)[N:15]=[CH:14][CH:13]=3)=[O:10])[CH:5]=[CH:4][CH:3]=2)[CH2:48][CH2:49]1.